Dataset: Catalyst prediction with 721,799 reactions and 888 catalyst types from USPTO. Task: Predict which catalyst facilitates the given reaction. (1) Reactant: C(OC(=O)[NH:5][C:6]1[C:15]([Cl:16])=[CH:14][C:13]2[C:8](=[CH:9][CH:10]=[CH:11][CH:12]=2)[C:7]=1[F:17])C.O[Li].O. Product: [F:17][C:7]1[C:8]2[C:13](=[CH:12][CH:11]=[CH:10][CH:9]=2)[CH:14]=[C:15]([Cl:16])[C:6]=1[NH2:5]. The catalyst class is: 88. (2) Reactant: [C:1]1([CH3:21])[CH:6]=[CH:5][C:4]([S:7]([N:10]2[C:18]3[C:13](=[CH:14][CH:15]=[CH:16][CH:17]=3)[C:12]([CH2:19]O)=[N:11]2)(=[O:9])=[O:8])=[CH:3][CH:2]=1.P(Br)(Br)([Br:24])=O.C(=O)(O)[O-].[Na+]. Product: [Br:24][CH2:19][C:12]1[C:13]2[C:18](=[CH:17][CH:16]=[CH:15][CH:14]=2)[N:10]([S:7]([C:4]2[CH:5]=[CH:6][C:1]([CH3:21])=[CH:2][CH:3]=2)(=[O:9])=[O:8])[N:11]=1. The catalyst class is: 1. (3) Reactant: [C:1]([C:5]1[C:6]([O:34][CH3:35])=[C:7]([CH:23]=[C:24]([N:26]2[CH:31]=[CH:30][C:29](=[O:32])[NH:28][C:27]2=[O:33])[CH:25]=1)/[CH:8]=[CH:9]/[C:10]1[CH:15]=[CH:14][C:13]([NH:16][S:17]([CH3:20])(=[O:19])=[O:18])=[CH:12][C:11]=1[CH2:21][OH:22])([CH3:4])([CH3:3])[CH3:2].S(Cl)(Cl)=O.[CH3:40][O-].[Na+].CO. Product: [C:1]([C:5]1[C:6]([O:34][CH3:35])=[C:7]([CH:23]=[C:24]([N:26]2[CH:31]=[CH:30][C:29](=[O:32])[NH:28][C:27]2=[O:33])[CH:25]=1)/[CH:8]=[CH:9]/[C:10]1[CH:15]=[CH:14][C:13]([NH:16][S:17]([CH3:20])(=[O:18])=[O:19])=[CH:12][C:11]=1[CH2:21][O:22][CH3:40])([CH3:4])([CH3:2])[CH3:3]. The catalyst class is: 2. (4) Reactant: Cl[C:2]1[C:7]([C:8]2[C:13]([F:14])=[CH:12][N:11]=[C:10]([NH:15][CH3:16])[N:9]=2)=[CH:6][CH:5]=[CH:4][N:3]=1.[NH2:17][C:18]1[CH:19]=[C:20]([CH:33]=[CH:34][C:35]=1[CH3:36])[C:21]([NH:23][C:24]1[CH:29]=[CH:28][CH:27]=[C:26]([CH:30]([CH3:32])[CH3:31])[CH:25]=1)=[O:22].C1C=CC(P(C2C(C3C(P(C4C=CC=CC=4)C4C=CC=CC=4)=CC=C4C=3C=CC=C4)=C3C(C=CC=C3)=CC=2)C2C=CC=CC=2)=CC=1.C([O-])([O-])=O.[K+].[K+]. Product: [F:14][C:13]1[C:8]([C:7]2[C:2]([NH:17][C:18]3[CH:19]=[C:20]([CH:33]=[CH:34][C:35]=3[CH3:36])[C:21]([NH:23][C:24]3[CH:29]=[CH:28][CH:27]=[C:26]([CH:30]([CH3:32])[CH3:31])[CH:25]=3)=[O:22])=[N:3][CH:4]=[CH:5][CH:6]=2)=[N:9][C:10]([NH:15][CH3:16])=[N:11][CH:12]=1. The catalyst class is: 874.